Dataset: Reaction yield outcomes from USPTO patents with 853,638 reactions. Task: Predict the reaction yield, written as a fraction of the theoretical maximum amount of product (1.0 means a 100% yield; for example, 0.34 means a 34% yield). (1) The reactants are [Br:1][C:2]1[C:3]([CH3:13])=[C:4]([CH2:8][NH:9][CH:10]([CH3:12])[CH3:11])[CH:5]=[N:6][CH:7]=1.[C:14](O[C:14]([O:16][C:17]([CH3:20])([CH3:19])[CH3:18])=[O:15])([O:16][C:17]([CH3:20])([CH3:19])[CH3:18])=[O:15].[OH-].[Na+]. The catalyst is C1COCC1. The product is [C:17]([O:16][C:14](=[O:15])[N:9]([CH2:8][C:4]1[CH:5]=[N:6][CH:7]=[C:2]([Br:1])[C:3]=1[CH3:13])[CH:10]([CH3:11])[CH3:12])([CH3:20])([CH3:19])[CH3:18]. The yield is 0.470. (2) The reactants are O[C:2]1[N:7]2[N:8]=[CH:9][CH:10]=[C:6]2[N:5]=[CH:4][C:3]=1[C:11]([O:13][CH2:14][CH3:15])=[O:12].[Cl:16][C:17]1[CH:18]=[CH:19][C:20]([F:24])=[C:21]([CH:23]=1)[NH2:22]. No catalyst specified. The product is [Cl:16][C:17]1[CH:18]=[CH:19][C:20]([F:24])=[C:21]([NH:22][C:2]2[N:7]3[N:8]=[CH:9][CH:10]=[C:6]3[N:5]=[CH:4][C:3]=2[C:11]([O:13][CH2:14][CH3:15])=[O:12])[CH:23]=1. The yield is 0.640. (3) The reactants are Br[C:2]1[CH:23]=[CH:22][C:5]2[C:6]3[N:10]([CH2:11][CH2:12][O:13][C:4]=2[CH:3]=1)[CH:9]=[C:8]([C:14]1[N:15]([CH:19]([CH3:21])[CH3:20])[N:16]=[CH:17][N:18]=1)[N:7]=3.[CH3:24][C:25]([OH:42])([CH3:41])[CH2:26][N:27]1[CH:31]=[C:30](B2OC(C)(C)C(C)(C)O2)[CH:29]=[N:28]1.C(=O)([O-])[O-].[Cs+].[Cs+].ClCCl. The catalyst is O1CCOCC1.O.C1C=CC(P(C2C=CC=CC=2)[C-]2C=CC=C2)=CC=1.C1C=CC(P(C2C=CC=CC=2)[C-]2C=CC=C2)=CC=1.Cl[Pd]Cl.[Fe+2]. The product is [CH:19]([N:15]1[C:14]([C:8]2[N:7]=[C:6]3[C:5]4[CH:22]=[CH:23][C:2]([C:30]5[CH:29]=[N:28][N:27]([CH2:26][C:25]([CH3:41])([OH:42])[CH3:24])[CH:31]=5)=[CH:3][C:4]=4[O:13][CH2:12][CH2:11][N:10]3[CH:9]=2)=[N:18][CH:17]=[N:16]1)([CH3:21])[CH3:20]. The yield is 0.730. (4) The reactants are [H-].[Na+].[CH2:3](Cl)[C:4]1[CH:9]=[CH:8][CH:7]=[CH:6][CH:5]=1.[NH4+].[Cl-].[CH3:13][C:14]1[CH:15]=[CH:16][C:17](S(O)(=O)=O)=[CH:18][CH:19]=1.[OH2:24].[CH3:25]O.[CH2:27]1[CH2:31][O:30][CH2:29][CH2:28]1. The catalyst is C1COCC1. The product is [CH2:3]([O:30][C@@H:31]([CH2:27][CH2:28][CH2:29][CH2:19][CH2:18][CH2:17][CH2:16][CH2:15][CH2:14][CH3:13])[CH2:25][OH:24])[C:4]1[CH:9]=[CH:8][CH:7]=[CH:6][CH:5]=1. The yield is 0.660. (5) The reactants are [C:1]([N:4]1[C:13]2[C:8](=[CH:9][C:10](Br)=[C:11]([N+:14]([O-])=O)[CH:12]=2)[N:7]([C:18]([O:20][CH:21]([CH3:23])[CH3:22])=[O:19])[CH2:6][C@@H:5]1[CH3:24])(=[O:3])[CH3:2].C(N(CC)CC)C. The catalyst is [Pd].CO. The product is [C:1]([N:4]1[C:13]2[C:8](=[CH:9][CH:10]=[C:11]([NH2:14])[CH:12]=2)[N:7]([C:18]([O:20][CH:21]([CH3:23])[CH3:22])=[O:19])[CH2:6][C@@H:5]1[CH3:24])(=[O:3])[CH3:2]. The yield is 1.00. (6) The reactants are CC[N:3]=C=NCCCN(C)C.[Cl:12][C:13]1[S:39][C:16]2[NH:17][C:18]([C:20]([NH:22][CH:23]3[CH2:32][C:31]4[C:26](=[CH:27][CH:28]=[CH:29][CH:30]=4)[N:25]([CH2:33][CH:34](O)CO)[C:24]3=[O:38])=[O:21])=[CH:19][C:15]=2[CH:14]=1.ClC1SC2NC(C(NC3CC4C(=CC=CC=4)N(C[C@@H](O)CO)C3=O)=O)=CC=2C=1. The catalyst is C(Cl)Cl. The product is [Cl:12][C:13]1[S:39][C:16]2[NH:17][C:18]([C:20]([NH:22][CH:23]3[CH2:32][C:31]4[C:26](=[CH:27][CH:28]=[CH:29][CH:30]=4)[N:25]([CH2:33][C:34]#[N:3])[C:24]3=[O:38])=[O:21])=[CH:19][C:15]=2[CH:14]=1. The yield is 0.210. (7) The reactants are [Br:1][C:2]1[C:11]2[C:6](=[C:7]([CH2:12]Br)[CH:8]=[CH:9][CH:10]=2)[CH:5]=[CH:4][CH:3]=1.[CH3:14][O:15][C:16](=[O:23])[CH2:17][N:18]1[CH:22]=[CH:21][CH:20]=[CH:19]1.[Li]N([Si](C)(C)C)[Si](C)(C)C. The catalyst is C1COCC1. The product is [CH3:14][O:15][C:16](=[O:23])[CH:17]([N:18]1[CH:22]=[CH:21][CH:20]=[CH:19]1)[CH2:12][C:7]1[C:6]2[C:11](=[C:2]([Br:1])[CH:3]=[CH:4][CH:5]=2)[CH:10]=[CH:9][CH:8]=1. The yield is 0.640. (8) The reactants are Cl[C:2]1[CH:3]=[C:4]([N:13]([CH:23]2[CH2:25][CH2:24]2)[CH2:14][C:15]2[CH:20]=[CH:19][C:18]([O:21][CH3:22])=[CH:17][CH:16]=2)[C:5]2[N:6]([C:8]([C:11]#[N:12])=[CH:9][N:10]=2)[N:7]=1.[C:26]1([NH2:33])[CH:31]=[CH:30][CH:29]=[C:28]([NH2:32])[CH:27]=1.C(=O)([O-])[O-].[Cs+].[Cs+].CC1(C)C2C(=C(P(C3C=CC=CC=3)C3C=CC=CC=3)C=CC=2)OC2C(P(C3C=CC=CC=3)C3C=CC=CC=3)=CC=CC1=2. The catalyst is [Cu]I.C1C=CC(/C=C/C(/C=C/C2C=CC=CC=2)=O)=CC=1.C1C=CC(/C=C/C(/C=C/C2C=CC=CC=2)=O)=CC=1.C1C=CC(/C=C/C(/C=C/C2C=CC=CC=2)=O)=CC=1.[Pd].[Pd].COCCOCCOC. The product is [NH2:32][C:28]1[CH:27]=[C:26]([NH:33][C:2]2[CH:3]=[C:4]([N:13]([CH:23]3[CH2:25][CH2:24]3)[CH2:14][C:15]3[CH:20]=[CH:19][C:18]([O:21][CH3:22])=[CH:17][CH:16]=3)[C:5]3[N:6]([C:8]([C:11]#[N:12])=[CH:9][N:10]=3)[N:7]=2)[CH:31]=[CH:30][CH:29]=1. The yield is 0.0900. (9) The reactants are C1(C2C=CC=CC=2)C=CC=CC=1.[Cl:13][C:14]1[C:19]([S:20]([N:23]([CH2:25][CH2:26][N:27]([CH2:30][CH3:31])[CH2:28][CH3:29])[CH3:24])(=[O:22])=[O:21])=[C:18]([OH:32])[C:17]([NH:33][C:34]2[C:37](=[O:38])[C:36](=[O:39])[C:35]=2Cl)=[CH:16][CH:15]=1.[Br:41][C:42]1[CH:48]=[CH:47][CH:46]=[CH:45][C:43]=1[NH2:44]. The catalyst is CN(C=O)C. The product is [Br:41][C:42]1[CH:48]=[CH:47][CH:46]=[CH:45][C:43]=1[NH:44][C:35]1[C:36](=[O:39])[C:37](=[O:38])[C:34]=1[NH:33][C:17]1[C:18]([OH:32])=[C:19]([S:20]([N:23]([CH2:25][CH2:26][N:27]([CH2:30][CH3:31])[CH2:28][CH3:29])[CH3:24])(=[O:22])=[O:21])[C:14]([Cl:13])=[CH:15][CH:16]=1. The yield is 0.150. (10) The reactants are [CH:1]([OH:3])=O.CN(C(ON1N=NC2C=CC=CC1=2)=[N+](C)C)C.[B-](F)(F)(F)F.C(N(CC)CC)C.Cl.[NH2:34][CH2:35][C:36]1[CH:37]=[C:38]([CH2:42][N:43]2[C:51]3[C:46](=[C:47]([O:52][CH3:53])[CH:48]=[CH:49][CH:50]=3)[C:45]([NH:54][S:55]([C:58]3[S:59][C:60]([Cl:63])=[CH:61][CH:62]=3)(=[O:57])=[O:56])=[N:44]2)[CH:39]=[CH:40][CH:41]=1. The catalyst is CN(C=O)C. The product is [Cl:63][C:60]1[S:59][C:58]([S:55]([NH:54][C:45]2[C:46]3[C:51](=[CH:50][CH:49]=[CH:48][C:47]=3[O:52][CH3:53])[N:43]([CH2:42][C:38]3[CH:39]=[CH:40][CH:41]=[C:36]([CH2:35][NH:34][CH:1]=[O:3])[CH:37]=3)[N:44]=2)(=[O:56])=[O:57])=[CH:62][CH:61]=1. The yield is 0.360.